From a dataset of Peptide-MHC class I binding affinity with 185,985 pairs from IEDB/IMGT. Regression. Given a peptide amino acid sequence and an MHC pseudo amino acid sequence, predict their binding affinity value. This is MHC class I binding data. (1) The peptide sequence is TSEKYSKGYK. The MHC is HLA-A31:01 with pseudo-sequence HLA-A31:01. The binding affinity (normalized) is 0. (2) The peptide sequence is EELITDTEFL. The MHC is HLA-B40:01 with pseudo-sequence YHTKYREISTNTYESNLYLRYNYYSLAVLAYEWY. The binding affinity (normalized) is 0.127.